This data is from NCI-60 drug combinations with 297,098 pairs across 59 cell lines. The task is: Regression. Given two drug SMILES strings and cell line genomic features, predict the synergy score measuring deviation from expected non-interaction effect. (1) Drug 1: CNC(=O)C1=CC=CC=C1SC2=CC3=C(C=C2)C(=NN3)C=CC4=CC=CC=N4. Drug 2: CC1OCC2C(O1)C(C(C(O2)OC3C4COC(=O)C4C(C5=CC6=C(C=C35)OCO6)C7=CC(=C(C(=C7)OC)O)OC)O)O. Cell line: SF-295. Synergy scores: CSS=52.7, Synergy_ZIP=-0.816, Synergy_Bliss=1.57, Synergy_Loewe=2.13, Synergy_HSA=4.21. (2) Drug 1: C1=CC(=CC=C1CC(C(=O)O)N)N(CCCl)CCCl.Cl. Drug 2: CC1C(C(=O)NC(C(=O)N2CCCC2C(=O)N(CC(=O)N(C(C(=O)O1)C(C)C)C)C)C(C)C)NC(=O)C3=C4C(=C(C=C3)C)OC5=C(C(=O)C(=C(C5=N4)C(=O)NC6C(OC(=O)C(N(C(=O)CN(C(=O)C7CCCN7C(=O)C(NC6=O)C(C)C)C)C)C(C)C)C)N)C. Cell line: CAKI-1. Synergy scores: CSS=6.34, Synergy_ZIP=-5.00, Synergy_Bliss=-0.808, Synergy_Loewe=0.607, Synergy_HSA=0.0844. (3) Drug 1: CCC1=C2CN3C(=CC4=C(C3=O)COC(=O)C4(CC)O)C2=NC5=C1C=C(C=C5)O. Drug 2: C1=NC(=NC(=O)N1C2C(C(C(O2)CO)O)O)N. Cell line: MDA-MB-231. Synergy scores: CSS=25.7, Synergy_ZIP=-6.37, Synergy_Bliss=1.60, Synergy_Loewe=-40.2, Synergy_HSA=2.08. (4) Drug 1: CN(C)N=NC1=C(NC=N1)C(=O)N. Drug 2: CCN(CC)CCNC(=O)C1=C(NC(=C1C)C=C2C3=C(C=CC(=C3)F)NC2=O)C. Cell line: UACC62. Synergy scores: CSS=6.95, Synergy_ZIP=-1.04, Synergy_Bliss=4.68, Synergy_Loewe=4.43, Synergy_HSA=4.59. (5) Drug 1: CC1CCC2CC(C(=CC=CC=CC(CC(C(=O)C(C(C(=CC(C(=O)CC(OC(=O)C3CCCCN3C(=O)C(=O)C1(O2)O)C(C)CC4CCC(C(C4)OC)O)C)C)O)OC)C)C)C)OC. Drug 2: CN(C(=O)NC(C=O)C(C(C(CO)O)O)O)N=O. Cell line: SNB-75. Synergy scores: CSS=10.6, Synergy_ZIP=0.219, Synergy_Bliss=1.29, Synergy_Loewe=-6.93, Synergy_HSA=0.342. (6) Drug 1: CC1C(C(CC(O1)OC2CC(CC3=C2C(=C4C(=C3O)C(=O)C5=C(C4=O)C(=CC=C5)OC)O)(C(=O)C)O)N)O.Cl. Drug 2: C1=NC2=C(N1)C(=S)N=C(N2)N. Cell line: IGROV1. Synergy scores: CSS=36.6, Synergy_ZIP=-13.0, Synergy_Bliss=-8.21, Synergy_Loewe=-15.6, Synergy_HSA=-3.94. (7) Drug 1: CC=C1C(=O)NC(C(=O)OC2CC(=O)NC(C(=O)NC(CSSCCC=C2)C(=O)N1)C(C)C)C(C)C. Drug 2: C(CN)CNCCSP(=O)(O)O. Cell line: OVCAR-5. Synergy scores: CSS=39.0, Synergy_ZIP=0.788, Synergy_Bliss=1.86, Synergy_Loewe=-39.8, Synergy_HSA=0.748.